This data is from Reaction yield outcomes from USPTO patents with 853,638 reactions. The task is: Predict the reaction yield, written as a fraction of the theoretical maximum amount of product (1.0 means a 100% yield; for example, 0.34 means a 34% yield). (1) The reactants are [CH3:1][C:2]1[C:3]([C@H:8]2[CH2:13][CH2:12][CH2:11][C@@H:10]([C:14]3[C:19]([CH3:20])=[CH:18][CH:17]=[CH:16][N:15]=3)[NH:9]2)=[N:4][CH:5]=[CH:6][CH:7]=1.[CH2:21]([O:23][C:24](=[O:30])[CH2:25][CH2:26][CH2:27][CH2:28]Br)[CH3:22].CCN(C(C)C)C(C)C. The catalyst is CC#N. The product is [CH2:21]([O:23][C:24](=[O:30])[CH2:25][CH2:26][CH2:27][CH2:28][N:9]1[C@H:8]([C:3]2[C:2]([CH3:1])=[CH:7][CH:6]=[CH:5][N:4]=2)[CH2:13][CH2:12][CH2:11][C@@H:10]1[C:14]1[C:19]([CH3:20])=[CH:18][CH:17]=[CH:16][N:15]=1)[CH3:22]. The yield is 0.900. (2) The reactants are [CH2:1]([NH:5][C:6]([NH:8][CH2:9][C:10]([O:12]CC1C=CC=CC=1)=[O:11])=[O:7])[CH:2]([CH3:4])[CH3:3]. The catalyst is [Pd].C(O)(C)C. The product is [CH2:1]([NH:5][C:6]([NH:8][CH2:9][C:10]([OH:12])=[O:11])=[O:7])[CH:2]([CH3:4])[CH3:3]. The yield is 0.825. (3) The product is [C:3]([C:7]1[O:11][N:10]=[C:9]([NH:12][C:13]([NH:15][C:16]2[CH:21]=[CH:20][CH:19]=[C:18]([S:22][C:24]3[C:33]4[C:28](=[CH:29][C:30]([O:42][CH3:43])=[C:31]([O:34][CH2:35][CH2:36][CH2:37][S:38]([CH3:41])(=[O:39])=[O:40])[CH:32]=4)[N:27]=[CH:26][N:25]=3)[CH:17]=2)=[O:14])[CH:8]=1)([CH3:6])([CH3:4])[CH3:5]. The yield is 0.0400. The reactants are [H-].[Na+].[C:3]([C:7]1[O:11][N:10]=[C:9]([NH:12][C:13]([NH:15][C:16]2[CH:21]=[CH:20][CH:19]=[C:18]([SH:22])[CH:17]=2)=[O:14])[CH:8]=1)([CH3:6])([CH3:5])[CH3:4].Cl[C:24]1[C:33]2[C:28](=[CH:29][C:30]([O:42][CH3:43])=[C:31]([O:34][CH2:35][CH2:36][CH2:37][S:38]([CH3:41])(=[O:40])=[O:39])[CH:32]=2)[N:27]=[CH:26][N:25]=1. The catalyst is O1CCCC1.C(OCC)(=O)C.O. (4) The reactants are [Br:1][C:2]1[C:3](=[O:20])[NH:4][C:5](=[O:19])[N:6]([C@H:8]2[C@@:12]([F:14])([CH3:13])[C@H:11]([OH:15])[C@@:10]([F:18])([CH2:16][OH:17])[O:9]2)[CH:7]=1.C([Mg]Cl)(C)(C)C.Cl[C:28]1[CH:37]=[CH:36][C:35]2[C:30](=[CH:31][CH:32]=[CH:33][CH:34]=2)[C:29]=1[O:38][P:39](=[N:41][C@@H:42]([CH3:49])[C:43]([O:45][CH:46]([CH3:48])[CH3:47])=[O:44])=[O:40].CO. The catalyst is C1COCC1. The product is [CH:46]([O:45][C:43](=[O:44])[C@@H:42]([N:41]=[P:39]([O:38][C:29]1[C:30]2[C:35](=[CH:34][CH:33]=[CH:32][CH:31]=2)[CH:36]=[CH:37][C:28]=1[O:17][CH2:16][C@:10]1([F:18])[C@@H:11]([OH:15])[C@:12]([F:14])([CH3:13])[C@H:8]([N:6]2[CH:7]=[C:2]([Br:1])[C:3](=[O:20])[NH:4][C:5]2=[O:19])[O:9]1)=[O:40])[CH3:49])([CH3:47])[CH3:48]. The yield is 0.520. (5) The reactants are [OH:1][C@H:2]1[CH2:6][NH:5][C@H:4]([C:7]([OH:9])=[O:8])[CH2:3]1.C([O-])(O)=O.[Na+].[CH3:15][C:16]([O:19][C:20](O[C:20]([O:19][C:16]([CH3:18])([CH3:17])[CH3:15])=[O:21])=[O:21])([CH3:18])[CH3:17].Cl. The catalyst is O1CCOCC1.O. The product is [C:20]([N:5]1[CH2:6][C@H:2]([OH:1])[CH2:3][C@H:4]1[C:7]([OH:9])=[O:8])([O:19][C:16]([CH3:18])([CH3:17])[CH3:15])=[O:21]. The yield is 0.820.